From a dataset of Reaction yield outcomes from USPTO patents with 853,638 reactions. Predict the reaction yield, written as a fraction of the theoretical maximum amount of product (1.0 means a 100% yield; for example, 0.34 means a 34% yield). (1) The reactants are [Br:1][C:2]1[CH:7]=[CH:6][C:5]([S:8][CH2:9][C:10](=O)[CH3:11])=[CH:4][CH:3]=1. The catalyst is OS(O)(=O)=O. The product is [Br:1][C:2]1[CH:7]=[CH:6][C:5]2[S:8][CH:9]=[C:10]([CH3:11])[C:4]=2[CH:3]=1. The yield is 0.420. (2) The reactants are CO[C:3]1[CH:4]=[C:5]([NH:13][N:14]=[C:15]([C:18]#[N:19])[C:16]#[N:17])[CH:6]=[C:7]([C:9]([F:12])([F:11])[F:10])[CH:8]=1.[CH3:20]OC1C=C(C=C(C(F)(F)F)C=1)N.C(#N)CC#N.[OH2:38].[NH2:39][NH2:40]. No catalyst specified. The product is [NH2:19][C:18]1[C:15](=[N:14][NH:13][C:5]2[CH:6]=[C:7]([C:9]([F:10])([F:11])[F:12])[CH:8]=[C:3]([O:38][CH3:20])[CH:4]=2)[C:16]([NH2:17])=[N:40][N:39]=1. The yield is 0.0700. (3) The reactants are Cl.Cl.[Cl:3][C:4]1[C:5]([N:13]2[CH2:18][CH2:17][NH:16][CH2:15][CH2:14]2)=[C:6]2[CH:12]=[N:11][NH:10][C:7]2=[N:8][CH:9]=1.CN(C(ON1N=NC2C=CC=NC1=2)=[N+](C)C)C.F[P-](F)(F)(F)(F)F.C(N(C(C)C)C(C)C)C.[C:52]([O:56][C:57]([N:59]1[CH2:63][CH2:62][CH2:61][C@H:60]1[C@H:64]([C:68]1[CH:73]=[CH:72][C:71]([Cl:74])=[CH:70][CH:69]=1)[C:65](O)=[O:66])=[O:58])([CH3:55])([CH3:54])[CH3:53]. The catalyst is C(Cl)Cl. The product is [Cl:3][C:4]1[C:5]([N:13]2[CH2:14][CH2:15][N:16]([C:65](=[O:66])[C@H:64]([C@@H:60]3[CH2:61][CH2:62][CH2:63][N:59]3[C:57]([O:56][C:52]([CH3:54])([CH3:53])[CH3:55])=[O:58])[C:68]3[CH:73]=[CH:72][C:71]([Cl:74])=[CH:70][CH:69]=3)[CH2:17][CH2:18]2)=[C:6]2[CH:12]=[N:11][NH:10][C:7]2=[N:8][CH:9]=1. The yield is 0.827. (4) The yield is 0.650. The catalyst is O1CCOCC1.C1C=CC(P(C2C=CC=CC=2)[C-]2C=CC=C2)=CC=1.C1C=CC(P(C2C=CC=CC=2)[C-]2C=CC=C2)=CC=1.Cl[Pd]Cl.[Fe+2].CCO.C1(C)C=CC=CC=1. The product is [F:47][C:36]1[C:35]([C:23]2[CH:28]=[CH:27][C:26]([C:29]3([OH:33])[CH2:32][CH2:31][CH2:30]3)=[CH:25][CH:24]=2)=[C:43]([F:44])[CH:42]=[C:41]2[C:37]=1[C:38]([CH:45]=[O:46])=[CH:39][NH:40]2. The reactants are CC1(C)COB(B2OCC(C)(C)CO2)OC1.C([O-])(=O)C.[K+].Br[C:23]1[CH:28]=[CH:27][C:26]([C:29]2([OH:33])[CH2:32][CH2:31][CH2:30]2)=[CH:25][CH:24]=1.Br[C:35]1[C:36]([F:47])=[C:37]2[C:41](=[CH:42][C:43]=1[F:44])[NH:40][CH:39]=[C:38]2[CH:45]=[O:46].C(=O)([O-])[O-].[K+].[K+].